This data is from Reaction yield outcomes from USPTO patents with 853,638 reactions. The task is: Predict the reaction yield, written as a fraction of the theoretical maximum amount of product (1.0 means a 100% yield; for example, 0.34 means a 34% yield). (1) The product is [Br:1][C:2]1[CH:7]=[CH:6][C:5]([O:8][Si:18]([C:14]([CH3:17])([CH3:16])[CH3:15])([CH3:20])[CH3:19])=[CH:4][CH:3]=1. The catalyst is CN(C)C=O. The reactants are [Br:1][C:2]1[CH:7]=[CH:6][C:5]([OH:8])=[CH:4][CH:3]=1.N1C=CN=C1.[C:14]([Si:18](Cl)([CH3:20])[CH3:19])([CH3:17])([CH3:16])[CH3:15].O. The yield is 0.960. (2) The reactants are [CH:1]1([C@H:5]([N:7]([CH2:25][C:26]2[N:27]=[N:28][N:29]([CH3:31])[CH:30]=2)C(=O)OCC2C3C=CC=CC=3C3C2=CC=CC=3)[CH3:6])[CH2:4][CH2:3][CH2:2]1.N1CCCCC1. The catalyst is CN(C=O)C. The product is [CH:1]1([C@H:5]([NH:7][CH2:25][C:26]2[N:27]=[N:28][N:29]([CH3:31])[CH:30]=2)[CH3:6])[CH2:4][CH2:3][CH2:2]1. The yield is 0.540. (3) The reactants are [Br:1][C:2]1[CH:3]=[C:4]([C:15]#[N:16])[C:5]2[C:10]([CH:11]=1)=[CH:9][CH:8]=[C:7]([O:12][CH3:13])[C:6]=2Br.O.O.[Sn](Cl)Cl.Cl. The catalyst is C(O)(=O)C. The product is [Br:1][C:2]1[CH:3]=[C:4]([C:15]#[N:16])[C:5]2[C:10]([CH:11]=1)=[CH:9][CH:8]=[C:7]([O:12][CH3:13])[CH:6]=2. The yield is 0.730. (4) The reactants are [Li+].CC([N-]C(C)C)C.CN1C(=O)N(C)CCC1.[CH:18]([Si:21]([CH:38]([CH3:40])[CH3:39])([CH:35]([CH3:37])[CH3:36])[O:22][CH:23]1[C:29]2=[N:30][CH:31]=[CH:32][CH:33]=[C:28]2[CH2:27][C:26](=[O:34])[CH2:25][CH2:24]1)([CH3:20])[CH3:19].[F:41][C:42]([F:61])([F:60])[S:43](N(C1C=CC=CC=1)[S:43]([C:42]([F:61])([F:60])[F:41])(=[O:45])=[O:44])(=[O:45])=[O:44]. The catalyst is C1COCC1. The product is [F:41][C:42]([F:61])([F:60])[S:43]([O:34][C:26]1=[CH:27][C:28]2[C:29]([CH:23]([O:22][Si:21]([CH:18]([CH3:20])[CH3:19])([CH:35]([CH3:37])[CH3:36])[CH:38]([CH3:40])[CH3:39])[CH2:24][CH2:25]1)=[N:30][CH:31]=[CH:32][CH:33]=2)(=[O:45])=[O:44]. The yield is 0.860. (5) The reactants are [O:1]=[C:2]1[C:8]2=[CH:9][C:10]3[CH:11]=[CH:12][C:13]([C:16]([NH:18][C:19]4[CH:28]=[CH:27][CH:26]=[CH:25][C:20]=4[C:21]([O:23]C)=[O:22])=[O:17])=[CH:14][C:15]=3[N:7]2[CH2:6][CH2:5][CH2:4][NH:3]1.[OH-].[Na+].Cl.O. The catalyst is CO. The product is [O:1]=[C:2]1[C:8]2=[CH:9][C:10]3[CH:11]=[CH:12][C:13]([C:16]([NH:18][C:19]4[CH:28]=[CH:27][CH:26]=[CH:25][C:20]=4[C:21]([OH:23])=[O:22])=[O:17])=[CH:14][C:15]=3[N:7]2[CH2:6][CH2:5][CH2:4][NH:3]1. The yield is 0.900.